Dataset: Full USPTO retrosynthesis dataset with 1.9M reactions from patents (1976-2016). Task: Predict the reactants needed to synthesize the given product. (1) Given the product [CH3:1][N:2]1[C:6]2=[CH:7][CH:8]=[C:9]3[C:14]([N:13]=[C:12]([C:15]4[CH:16]=[C:17]([CH:20]=[CH:21][CH:22]=4)[CH2:18][NH:19][C:29](=[O:31])[CH3:30])[N:11]=[C:10]3[N:23]3[CH2:28][CH2:27][O:26][CH2:25][CH2:24]3)=[C:5]2[CH:4]=[CH:3]1, predict the reactants needed to synthesize it. The reactants are: [CH3:1][N:2]1[C:6]2=[CH:7][CH:8]=[C:9]3[C:14]([N:13]=[C:12]([C:15]4[CH:16]=[C:17]([CH:20]=[CH:21][CH:22]=4)[CH2:18][NH2:19])[N:11]=[C:10]3[N:23]3[CH2:28][CH2:27][O:26][CH2:25][CH2:24]3)=[C:5]2[CH:4]=[CH:3]1.[C:29](Cl)(=[O:31])[CH3:30]. (2) Given the product [CH3:15][C:10]1[CH:11]=[CH:12][CH:13]=[CH:14][C:9]=1[CH2:8][N:7]1[C:6]2[CH:16]=[CH:17][CH:18]=[CH:19][C:5]=2[N:4]=[C:3]1[CH2:2][NH:25][CH2:20][CH2:21][CH:22]([CH3:24])[CH3:23], predict the reactants needed to synthesize it. The reactants are: Cl[CH2:2][C:3]1[N:7]([CH2:8][C:9]2[CH:14]=[CH:13][CH:12]=[CH:11][C:10]=2[CH3:15])[C:6]2[CH:16]=[CH:17][CH:18]=[CH:19][C:5]=2[N:4]=1.[CH2:20]([NH2:25])[CH2:21][CH:22]([CH3:24])[CH3:23]. (3) Given the product [Cl:36][C:37]1[CH:45]=[CH:44][CH:43]=[C:42]([Cl:46])[C:38]=1[C:39]([N:21]1[C:22]2[C:27](=[CH:26][CH:25]=[CH:24][CH:23]=2)[C:19]([C:16]2[CH:15]=[CH:14][C:13]([C:12]3[N:8]([CH2:7][C:6]4[CH:5]=[CH:4][C:3]([O:2][CH3:1])=[CH:29][CH:28]=4)[N:9]=[N:10][N:11]=3)=[CH:18][CH:17]=2)=[N:20]1)=[O:40], predict the reactants needed to synthesize it. The reactants are: [CH3:1][O:2][C:3]1[CH:29]=[CH:28][C:6]([CH2:7][N:8]2[C:12]([C:13]3[CH:18]=[CH:17][C:16]([C:19]4[C:27]5[C:22](=[CH:23][CH:24]=[CH:25][CH:26]=5)[NH:21][N:20]=4)=[CH:15][CH:14]=3)=[N:11][N:10]=[N:9]2)=[CH:5][CH:4]=1.CC([O-])(C)C.[K+].[Cl:36][C:37]1[CH:45]=[CH:44][CH:43]=[C:42]([Cl:46])[C:38]=1[C:39](Cl)=[O:40]. (4) Given the product [NH2:11][CH:12]1[N:18]=[C:17]([CH:19]2[CH2:20][CH2:21][CH2:22][CH2:23][CH2:24]2)[C:16]2[CH:25]=[CH:26][CH:27]=[C:28]([CH3:29])[C:15]=2[N:14]([CH2:30][C:31]2[N:32]=[CH:33][NH:34][CH:35]=2)[C:13]1=[O:55], predict the reactants needed to synthesize it. The reactants are: C(OC([NH:11][CH:12]1[N:18]=[C:17]([CH:19]2[CH2:24][CH2:23][CH2:22][CH2:21][CH2:20]2)[C:16]2[CH:25]=[CH:26][CH:27]=[C:28]([CH3:29])[C:15]=2[N:14]([CH2:30][C:31]2[N:32]=[CH:33][N:34](C(C3C=CC=CC=3)(C3C=CC=CC=3)C3C=CC=CC=3)[CH:35]=2)[C:13]1=[O:55])=O)C1C=CC=CC=1.Br.C(OCC)(=O)C.